From a dataset of Full USPTO retrosynthesis dataset with 1.9M reactions from patents (1976-2016). Predict the reactants needed to synthesize the given product. (1) Given the product [Cl:15][C:14]1[C:2]([C:26]2[CH:25]=[CH:24][C:23]([Cl:22])=[C:28]([Cl:29])[CH:27]=2)=[CH:3][C:4]2[NH:8][C:7]([C:9]([F:12])([F:11])[F:10])=[N:6][C:5]=2[CH:13]=1, predict the reactants needed to synthesize it. The reactants are: Cl[C:2]1[C:14]([Cl:15])=[CH:13][C:5]2[NH:6][C:7]([C:9]([F:12])([F:11])[F:10])=[N:8][C:4]=2[CH:3]=1.O1CCOCC1.[Cl:22][C:23]1[CH:24]=[C:25](B(O)O)[CH:26]=[CH:27][C:28]=1[Cl:29].C(=O)([O-])[O-].[Na+].[Na+]. (2) The reactants are: [OH:1][C:2]1[CH:3]=[C:4]([C:11]2[S:15][C:14]([N:16]([C:38]([O:40][C:41]([CH3:44])([CH3:43])[CH3:42])=[O:39])[CH2:17][C@@H:18]([NH:30][C:31](=[O:37])[O:32][C:33]([CH3:36])([CH3:35])[CH3:34])[CH2:19][C:20]3[CH:25]=[CH:24][C:23]([C:26]([F:29])([F:28])[F:27])=[CH:22][CH:21]=3)=[N:13][N:12]=2)[CH:5]=[CH:6][C:7]=1[N+:8]([O-])=O.C(O)(=O)C. Given the product [OH:1][C:2]1[CH:3]=[C:4]([C:11]2[S:15][C:14]([N:16]([C:38]([O:40][C:41]([CH3:44])([CH3:43])[CH3:42])=[O:39])[CH2:17][C@@H:18]([NH:30][C:31](=[O:37])[O:32][C:33]([CH3:34])([CH3:35])[CH3:36])[CH2:19][C:20]3[CH:21]=[CH:22][C:23]([C:26]([F:27])([F:28])[F:29])=[CH:24][CH:25]=3)=[N:13][N:12]=2)[CH:5]=[CH:6][C:7]=1[NH2:8], predict the reactants needed to synthesize it. (3) Given the product [F:1][C:2]1[CH:7]=[CH:6][C:5]([CH2:8][C:9]2[CH:18]=[C:17]3[C:12]([C:13]([OH:34])=[C:14]([C:29]([NH:35][CH2:36][CH2:37][N:38]4[CH2:43][CH2:42][O:41][CH2:40][CH2:39]4)=[O:30])[C:15](=[O:28])[N:16]3[CH2:19][C:20](=[O:27])[N:21]3[CH2:26][CH2:25][CH2:24][CH2:23][CH2:22]3)=[N:11][CH:10]=2)=[CH:4][CH:3]=1, predict the reactants needed to synthesize it. The reactants are: [F:1][C:2]1[CH:7]=[CH:6][C:5]([CH2:8][C:9]2[CH:18]=[C:17]3[C:12]([C:13]([OH:34])=[C:14]([C:29](OCC)=[O:30])[C:15](=[O:28])[N:16]3[CH2:19][C:20](=[O:27])[N:21]3[CH2:26][CH2:25][CH2:24][CH2:23][CH2:22]3)=[N:11][CH:10]=2)=[CH:4][CH:3]=1.[NH2:35][CH2:36][CH2:37][N:38]1[CH2:43][CH2:42][O:41][CH2:40][CH2:39]1. (4) Given the product [C:1]([C:3]1[CH:4]=[C:5]([C:13]2[S:14][C:15]([C:18]3[CH:26]=[CH:25][CH:24]=[C:23]4[C:19]=3[CH2:20][CH2:21][C@H:22]4[NH:27][S:28]([CH2:31][CH2:32][N:34]3[CH2:39][CH2:38][CH2:37][C@@H:36]([OH:40])[CH2:35]3)(=[O:30])=[O:29])=[CH:16][N:17]=2)[CH:6]=[CH:7][C:8]=1[O:9][CH:10]([CH3:12])[CH3:11])#[N:2], predict the reactants needed to synthesize it. The reactants are: [C:1]([C:3]1[CH:4]=[C:5]([C:13]2[S:14][C:15]([C:18]3[CH:26]=[CH:25][CH:24]=[C:23]4[C:19]=3[CH2:20][CH2:21][C@H:22]4[NH:27][S:28]([CH:31]=[CH2:32])(=[O:30])=[O:29])=[CH:16][N:17]=2)[CH:6]=[CH:7][C:8]=1[O:9][CH:10]([CH3:12])[CH3:11])#[N:2].Cl.[NH:34]1[CH2:39][CH2:38][CH2:37][C@@H:36]([OH:40])[CH2:35]1. (5) Given the product [N:20]1([CH:26]([C:29]2[CH:34]=[CH:33][CH:32]=[CH:31][CH:30]=2)[CH2:27][NH:28][C:3]2[S:4]/[C:5](=[CH:9]\[C:10]3[CH:11]=[C:12]4[C:17](=[CH:18][CH:19]=3)[N:16]=[CH:15][CH:14]=[CH:13]4)/[C:6](=[O:8])[N:7]=2)[CH2:25][CH2:24][O:23][CH2:22][CH2:21]1, predict the reactants needed to synthesize it. The reactants are: CS[C:3]1[S:4]/[C:5](=[CH:9]\[C:10]2[CH:11]=[C:12]3[C:17](=[CH:18][CH:19]=2)[N:16]=[CH:15][CH:14]=[CH:13]3)/[C:6](=[O:8])[N:7]=1.[N:20]1([CH:26]([C:29]2[CH:34]=[CH:33][CH:32]=[CH:31][CH:30]=2)[CH2:27][NH2:28])[CH2:25][CH2:24][O:23][CH2:22][CH2:21]1.CCN(C(C)C)C(C)C. (6) Given the product [Cl:1][C:2]1[CH:3]=[CH:4][C:5]([NH:8][C:9](=[O:24])[C:10]2[CH:15]=[CH:14][CH:13]=[CH:12][C:11]=2[NH:16][CH2:17][CH:18]2[CH2:19][CH2:20][N:21]([C:27]3[CH:32]=[CH:31][N:30]=[CH:29][CH:28]=3)[CH2:22][CH2:23]2)=[N:6][CH:7]=1, predict the reactants needed to synthesize it. The reactants are: [Cl:1][C:2]1[CH:3]=[CH:4][C:5]([NH:8][C:9](=[O:24])[C:10]2[CH:15]=[CH:14][CH:13]=[CH:12][C:11]=2[NH:16][CH2:17][CH:18]2[CH2:23][CH2:22][NH:21][CH2:20][CH2:19]2)=[N:6][CH:7]=1.Cl.Cl[C:27]1[CH:32]=[CH:31][N:30]=[CH:29][CH:28]=1.C(N(CC)CC)C. (7) Given the product [F:1][C:2]([F:20])([C:8]1[CH:13]=[CH:12][C:11]([O:14][C:15]([F:16])([F:17])[F:18])=[CH:10][C:9]=1[CH3:19])[C:3]([OH:5])=[O:4], predict the reactants needed to synthesize it. The reactants are: [F:1][C:2]([F:20])([C:8]1[CH:13]=[CH:12][C:11]([O:14][C:15]([F:18])([F:17])[F:16])=[CH:10][C:9]=1[CH3:19])[C:3]([O:5]CC)=[O:4].CO.O.O.[OH-].[Li+].